This data is from Forward reaction prediction with 1.9M reactions from USPTO patents (1976-2016). The task is: Predict the product of the given reaction. (1) Given the reactants C([O:3][C:4](=[O:37])[CH:5]([O:34][CH2:35][CH3:36])[CH2:6][C:7]1[CH:12]=[CH:11][C:10]([O:13][CH2:14][CH2:15][CH2:16][C:17]2[N:18]=[C:19]([C:23]3[CH:28]=[CH:27][C:26]([C:29]([CH3:32])([CH3:31])[CH3:30])=[CH:25][CH:24]=3)[S:20][C:21]=2[CH3:22])=[CH:9][C:8]=1[CH3:33])C.[Li+].[OH-], predict the reaction product. The product is: [C:29]([C:26]1[CH:25]=[CH:24][C:23]([C:19]2[S:20][C:21]([CH3:22])=[C:17]([CH2:16][CH2:15][CH2:14][O:13][C:10]3[CH:11]=[CH:12][C:7]([CH2:6][CH:5]([O:34][CH2:35][CH3:36])[C:4]([OH:37])=[O:3])=[C:8]([CH3:33])[CH:9]=3)[N:18]=2)=[CH:28][CH:27]=1)([CH3:32])([CH3:30])[CH3:31]. (2) Given the reactants [C:1]([Si:5]([CH3:21])([CH3:20])[O:6][C@H:7]1[CH2:12][CH2:11][C@H:10]([N:13]2[CH2:18][CH2:17][CH2:16][CH2:15][C:14]2=[O:19])[CH2:9][CH2:8]1)([CH3:4])([CH3:3])[CH3:2].[Li+].CC([N-]C(C)C)C.Br[CH2:31][C:32]1[C:37]([F:38])=[CH:36][CH:35]=[CH:34][C:33]=1[Cl:39], predict the reaction product. The product is: [Cl:39][C:33]1[CH:34]=[CH:35][CH:36]=[C:37]([F:38])[C:32]=1[CH2:31][CH:15]1[CH2:16][CH2:17][CH2:18][N:13]([C@H:10]2[CH2:9][CH2:8][C@H:7]([O:6][Si:5]([C:1]([CH3:4])([CH3:3])[CH3:2])([CH3:21])[CH3:20])[CH2:12][CH2:11]2)[C:14]1=[O:19]. (3) Given the reactants [OH:1][CH2:2][C:3]1([CH2:16][OH:17])[C:15]2[CH:14]=[CH:13][CH:12]=[CH:11][C:10]=2[C:9]2[C:4]1=[CH:5][CH:6]=[CH:7][CH:8]=2.[O:18]1[CH2:22][CH2:21][CH2:20][CH2:19]1.N1C=C[CH:26]=[CH:25][CH:24]=1.[C:29](Cl)(=[O:36])[C:30]1[CH:35]=[CH:34][CH:33]=[CH:32][CH:31]=1, predict the reaction product. The product is: [C:22]([O:1][CH2:2][C:3]1([CH2:16][O:17][C:29](=[O:36])[C:30]2[CH:35]=[CH:34][CH:33]=[CH:32][CH:31]=2)[C:15]2[CH:14]=[CH:13][CH:12]=[CH:11][C:10]=2[C:9]2[C:4]1=[CH:5][CH:6]=[CH:7][CH:8]=2)(=[O:18])[C:21]1[CH:26]=[CH:25][CH:24]=[CH:19][CH:20]=1. (4) Given the reactants [OH:1][C:2]1[CH:3]=[CH:4][C:5]([CH3:11])=[C:6]([CH:10]=1)[C:7]([OH:9])=[O:8].C(=O)([O-])[O-].[K+].[K+].[CH2:18](Cl)[C:19]1[CH:24]=[CH:23][CH:22]=[CH:21][CH:20]=1.O, predict the reaction product. The product is: [CH2:18]([O:1][C:2]1[CH:3]=[CH:4][C:5]([CH3:11])=[C:6]([CH:10]=1)[C:7]([O:9][CH2:11][C:5]1[CH:6]=[CH:10][CH:2]=[CH:3][CH:4]=1)=[O:8])[C:19]1[CH:24]=[CH:23][CH:22]=[CH:21][CH:20]=1.